Dataset: Experimentally validated miRNA-target interactions with 360,000+ pairs, plus equal number of negative samples. Task: Binary Classification. Given a miRNA mature sequence and a target amino acid sequence, predict their likelihood of interaction. (1) The miRNA is hsa-miR-4723-5p with sequence UGGGGGAGCCAUGAGAUAAGAGCA. The protein sequence of the target gene is MTTSHMNGHVTEESDSEVKNVDLASPEEHQKHREMAVDCPGDLGTRMMPIRRSAQLERIRQQQEDMRRRREEEGKKQELDLNSSMRLKKLAQIPPKTGIDNPMFDTEEGIVLESPHYAVKILEIEDLFSSLKHIQHTLVDSQSQEDISLLLQLVQNKDFQNAFKIHNAITVHMNKASPPFPLISNAQDLAQEVQTVLKPVHHKEGQELTALLNTPHIQALLLAHDKVAEQEMQLEPITDERVYESIGQYGGETVKIVRIEKARDIPLGATVRNEMDSVIISRIVKGGAAEKSGLLHEGDE.... Result: 0 (no interaction). (2) The miRNA is hsa-miR-383-5p with sequence AGAUCAGAAGGUGAUUGUGGCU. The protein sequence of the target gene is MSMGRSPSTTFRSRTGSHGARDLIAGHGRNSRRISQMHVNILHPQLQTMVEQWQMRERPSLETENGKGSLLLENEGVADIITMCPFGEVISVVFPWFLANVRTSLEIKLSDFKHQLFELIAPMKWGTYSVKPQDYVFRQLNNFGEIEVIFNDDQPLSKLELHGTFPMLFLYQPDGINRDKELMSDISHCLGYSLDKLEESLDEELRQFRASLWARTKKTCLTRGLEGTSHYAFPEEQYLCVGESCPKDLESKVKAAKLSYQMFWRKRKAEINGVCEKMMKIQIEFNPNETPKSLLHTFLY.... Result: 0 (no interaction). (3) The miRNA is hsa-miR-7974 with sequence AGGCUGUGAUGCUCUCCUGAGCCC. The protein sequence of the target gene is MEEVPHDCPGADSAQAGRGASCQGCPNQRLCASGAGATPDTAIEEIKEKMKTVKHKILVLSGKGGVGKSTFSAHLAHGLAEDENTQIALLDIDICGPSIPKIMGLEGEQVHQSGSGWSPVYVEDNLGVMSVGFLLSSPDDAVIWRGPKKNGMIKQFLRDVDWGEVDYLIVDTPPGTSDEHLSVVRYLATAHIDGAVIITTPQEVSLQDVRKEINFCRKVKLPIIGVVENMSGFICPKCKKESQIFPPTTGGAELMCQDLEVPLLGRVPLDPLIGKNCDKGQSFFIDAPDSPATLAYRSII.... Result: 0 (no interaction). (4) The miRNA is hsa-miR-4439 with sequence GUGACUGAUACCUUGGAGGCAU. The protein sequence of the target gene is MSPLECSECFGDQLLHRTYTWQLTLHSRPNYTRKRDTRSESLEIPISVVLPQRGTAEPFPRLHNLYSTPRCAQQAALPRLSRRMASQHSYPLNRFSSVPLDPMERPMSQADLELDYNPPRVQLSDEMFVFQDGRWVNENCRLQSPYFSPSASFHHKLHHKRLAKECMLQEENKSLREENKALREENRMLSKENKILQVFWEEHKASLGREESRAPSPLLHKDSASLEVVKKDHVALQVPRGKEDSTLQLLREENRALQQLLEQKQAYWAQAEDTAAPAEESKPAPSPHEEPCSPGLLQDQ.... Result: 0 (no interaction). (5) The miRNA is mmu-miR-23b-3p with sequence AUCACAUUGCCAGGGAUUACC. The protein sequence of the target gene is MASLLAKDTYLQDLAKKICAQPGPERQRSTWGVRTKGSEAAGAPKKKRKKTQKKSPEQEQKAMDHKTKALGKKPPTSSRPKNPMVSKQEKGLSSLGSPKDSQGTARESVFALDFLRQRLHEKIQLARGQGSTKELSAATLEKRQRRKQERERKKRKRKERQAKQQVAEAEKKEEPVEVTPKMACKELQESGLIFNKVEVTEEEPASKAQRKKEKRQKVKGNLTPLTGRNYRQLLDRLQARQGRLDELRDQDAAKAQELEAKMKWTNLLYKAEGVKIRDDERLLQEALKRKEKRRAQRQRK.... Result: 0 (no interaction). (6) Result: 0 (no interaction). The miRNA is mmu-miR-362-5p with sequence AAUCCUUGGAACCUAGGUGUGAAU. The protein sequence of the target gene is MDCEVNNGSSLRDECITNLLVFGFLQSCSDNSFRRELDALGHELPVLAPQWEGYDELQTDGNRSSHSRLGRIEADSESQEDIIRNIARHLAQVGDSMDRSIPPGLVNGLALQLRNTSRSEEDRNRDLATALEQLLQAYPRDMEKEKTMLVLALLLAKKVASHTPSLLRDVFHTTVNFINQNLRTYVRSLARNGMD.